Dataset: Forward reaction prediction with 1.9M reactions from USPTO patents (1976-2016). Task: Predict the product of the given reaction. (1) Given the reactants [CH3:1][O:2][C:3]1[CH:12]=[C:11]2[C:6]([CH2:7][CH2:8][C:9](=[N:15]O)[C:10]2([CH3:14])[CH3:13])=[CH:5][CH:4]=1.C(NCC)C.[H-].[Al+3].[Li+].[H-].[H-].[H-].[H][H].C(=O)([O-])[O-].[Na+].[Na+], predict the reaction product. The product is: [CH3:1][O:2][C:3]1[CH:12]=[C:11]2[C:6](=[CH:5][CH:4]=1)[CH2:7][C@H:8]1[NH:15][C@H:9]1[C:10]2([CH3:14])[CH3:13]. (2) Given the reactants [CH2:1]([O:8][C:9]1[CH:14]=[CH:13][C:12]([CH2:15][NH:16][C:17]2[CH:22]=[CH:21][C:20]([CH2:23][CH2:24][CH2:25][CH2:26][CH2:27][CH2:28][CH2:29][CH3:30])=[CH:19][CH:18]=2)=[CH:11][CH:10]=1)[C:2]1[CH:7]=[CH:6][CH:5]=[CH:4][CH:3]=1.[CH:31]([C:34]1[CH:39]=[CH:38][CH:37]=[C:36]([CH:40]([CH3:42])[CH3:41])[C:35]=1[N:43]=[C:44]=[O:45])([CH3:33])[CH3:32], predict the reaction product. The product is: [CH2:1]([O:8][C:9]1[CH:14]=[CH:13][C:12]([CH2:15][N:16]([C:17]2[CH:18]=[CH:19][C:20]([CH2:23][CH2:24][CH2:25][CH2:26][CH2:27][CH2:28][CH2:29][CH3:30])=[CH:21][CH:22]=2)[C:44]([NH:43][C:35]2[C:34]([CH:31]([CH3:32])[CH3:33])=[CH:39][CH:38]=[CH:37][C:36]=2[CH:40]([CH3:42])[CH3:41])=[O:45])=[CH:11][CH:10]=1)[C:2]1[CH:3]=[CH:4][CH:5]=[CH:6][CH:7]=1. (3) The product is: [F:28][C:4]([F:3])([F:27])[C:5]1[CH:6]=[CH:7][C:8]([C:11]2[CH:12]=[C:13]([C@H:17]3[CH2:21][C:20]4([CH2:22][CH2:23][N:24]([C:35]([O:37][C:38]5[CH:39]=[CH:40][C:41]([N+:44]([O-:46])=[O:45])=[CH:42][CH:43]=5)=[O:36])[CH2:25][CH2:26]4)[O:19][CH2:18]3)[CH:14]=[CH:15][CH:16]=2)=[N:9][CH:10]=1. Given the reactants Cl.Cl.[F:3][C:4]([F:28])([F:27])[C:5]1[CH:6]=[CH:7][C:8]([C:11]2[CH:12]=[C:13]([C@H:17]3[CH2:21][C:20]4([CH2:26][CH2:25][NH:24][CH2:23][CH2:22]4)[O:19][CH2:18]3)[CH:14]=[CH:15][CH:16]=2)=[N:9][CH:10]=1.C(=O)(O)[O-].[Na+].Cl[C:35]([O:37][C:38]1[CH:43]=[CH:42][C:41]([N+:44]([O-:46])=[O:45])=[CH:40][CH:39]=1)=[O:36], predict the reaction product. (4) Given the reactants [Cl:1][C:2]1[CH:8]=[C:7]([O:9][C:10]2[C:19]3[C:14](=[CH:15][C:16]([O:22][CH3:23])=[C:17]([O:20][CH3:21])[CH:18]=3)[N:13]=[CH:12][CH:11]=2)[CH:6]=[CH:5][C:3]=1[NH2:4].ClC(Cl)(O[C:28](=[O:34])OC(Cl)(Cl)Cl)Cl.[NH2:36][C:37]1[CH:42]=[CH:41][C:40]([Br:43])=[CH:39][N:38]=1.CO, predict the reaction product. The product is: [Br:43][C:40]1[CH:41]=[CH:42][C:37]([NH:36][C:28]([NH:4][C:3]2[CH:5]=[CH:6][C:7]([O:9][C:10]3[C:19]4[C:14](=[CH:15][C:16]([O:22][CH3:23])=[C:17]([O:20][CH3:21])[CH:18]=4)[N:13]=[CH:12][CH:11]=3)=[CH:8][C:2]=2[Cl:1])=[O:34])=[N:38][CH:39]=1. (5) The product is: [NH2:14][CH2:13][CH2:12][CH2:11][N:6]1[C:5]([S:25][C:26]2[CH:31]=[C:30]([Cl:32])[CH:29]=[C:28]([Cl:33])[CH:27]=2)=[N:4][C:3]2[C:7]1=[N:8][CH:9]=[N:10][C:2]=2[NH2:1]. Given the reactants [NH2:1][C:2]1[N:10]=[CH:9][N:8]=[C:7]2[C:3]=1[N:4]=[C:5]([S:25][C:26]1[CH:31]=[C:30]([Cl:32])[CH:29]=[C:28]([Cl:33])[CH:27]=1)[N:6]2[CH2:11][CH2:12][CH2:13][N:14]1C(=O)C2C(=CC=CC=2)C1=O.O.NN, predict the reaction product. (6) Given the reactants CCN(C(C)C)C(C)C.[CH3:10][C:11]1[CH:19]=[CH:18][CH:17]=[CH:16][C:12]=1[C:13]([OH:15])=O.CCN=C=NCCCN(C)C.C1C=CC2N(O)N=NC=2C=1.[O:41]=[C:42]([N:60]1[CH2:65][CH2:64][NH:63][CH2:62][CH2:61]1)[CH2:43][NH:44][C:45](=[O:59])[C:46]1[CH:51]=[CH:50][C:49]([O:52][C:53]2[CH:58]=[CH:57][CH:56]=[CH:55][CH:54]=2)=[CH:48][CH:47]=1, predict the reaction product. The product is: [CH3:10][C:11]1[CH:19]=[CH:18][CH:17]=[CH:16][C:12]=1[C:13]([N:63]1[CH2:64][CH2:65][N:60]([C:42](=[O:41])[CH2:43][NH:44][C:45](=[O:59])[C:46]2[CH:47]=[CH:48][C:49]([O:52][C:53]3[CH:54]=[CH:55][CH:56]=[CH:57][CH:58]=3)=[CH:50][CH:51]=2)[CH2:61][CH2:62]1)=[O:15].